Predict the reaction yield, written as a fraction of the theoretical maximum amount of product (1.0 means a 100% yield; for example, 0.34 means a 34% yield). From a dataset of Reaction yield outcomes from USPTO patents with 853,638 reactions. The reactants are [CH2:1]([O:8][C:9]1[C:13]([CH:14]=O)=[CH:12][N:11]([C:16]2[CH:21]=[CH:20][CH:19]=[CH:18][CH:17]=2)[N:10]=1)[C:2]1[CH:7]=[CH:6][CH:5]=[CH:4][CH:3]=1.[Cl-].[S:23]1[CH:27]=[C:26]([CH2:28][P+](C2C=CC=CC=2)(C2C=CC=CC=2)C2C=CC=CC=2)[N:25]=[CH:24]1.C(=O)([O-])[O-].[K+].[K+].CN(C)C=O. The catalyst is O. The product is [CH2:1]([O:8][C:9]1[C:13](/[CH:14]=[CH:28]\[C:26]2[N:25]=[CH:24][S:23][CH:27]=2)=[CH:12][N:11]([C:16]2[CH:21]=[CH:20][CH:19]=[CH:18][CH:17]=2)[N:10]=1)[C:2]1[CH:7]=[CH:6][CH:5]=[CH:4][CH:3]=1. The yield is 0.370.